This data is from Reaction yield outcomes from USPTO patents with 853,638 reactions. The task is: Predict the reaction yield, written as a fraction of the theoretical maximum amount of product (1.0 means a 100% yield; for example, 0.34 means a 34% yield). (1) The reactants are [CH3:1][N:2]=[C:3]=[O:4].[NH2:5][C:6]1[CH:7]=[CH:8][C:9]([Cl:36])=[C:10]([CH:35]=1)[C:11]([C:13]1[C:18]([NH:19][S:20]([C:23]2[CH:28]=[CH:27][C:26]([Cl:29])=[C:25]([C:30]([F:33])([F:32])[F:31])[CH:24]=2)(=[O:22])=[O:21])=[CH:17][C:16]([CH3:34])=[CH:15][N:14]=1)=[O:12]. The catalyst is C1COCC1.CC(O)=O. The product is [Cl:29][C:26]1[CH:27]=[CH:28][C:23]([S:20]([NH:19][C:18]2[C:13]([C:11](=[O:12])[C:10]3[CH:35]=[C:6]([NH:5][C:3]([NH:2][CH3:1])=[O:4])[CH:7]=[CH:8][C:9]=3[Cl:36])=[N:14][CH:15]=[C:16]([CH3:34])[CH:17]=2)(=[O:22])=[O:21])=[CH:24][C:25]=1[C:30]([F:33])([F:32])[F:31]. The yield is 0.380. (2) The reactants are Cl[C:2]1[N:3]=[CH:4][C:5]2[NH:10][CH:9]=[CH:8][C:6]=2[N:7]=1.[CH2:11]([NH2:15])[CH2:12][CH2:13][CH3:14].Cl. The catalyst is CC(O)C. The product is [CH2:11]([NH:15][C:2]1[N:3]=[CH:4][C:5]2[NH:10][CH:9]=[CH:8][C:6]=2[N:7]=1)[CH2:12][CH2:13][CH3:14]. The yield is 0.960.